This data is from Forward reaction prediction with 1.9M reactions from USPTO patents (1976-2016). The task is: Predict the product of the given reaction. (1) Given the reactants [Br:1][C:2]1[C:3]([CH3:9])=[CH:4][C:5]([OH:8])=[N:6][CH:7]=1.[CH:10](O)([CH3:12])[CH3:11], predict the reaction product. The product is: [Br:1][C:2]1[C:3]([CH3:9])=[CH:4][C:5]([O:8][CH:10]([CH3:12])[CH3:11])=[N:6][CH:7]=1. (2) Given the reactants [NH2:1][CH:2]([C:7]1[CH:12]=[CH:11][C:10]([O:13][CH3:14])=[CH:9][CH:8]=1)[C:3]([O:5][CH3:6])=[O:4].S([O-])([O-])(=O)=O.[Mg+2].[Cl:21][C:22]1[CH:29]=[CH:28][C:25]([CH:26]=O)=[CH:24][CH:23]=1, predict the reaction product. The product is: [Cl:21][C:22]1[CH:29]=[CH:28][C:25]([CH:26]=[N:1][CH:2]([C:7]2[CH:8]=[CH:9][C:10]([O:13][CH3:14])=[CH:11][CH:12]=2)[C:3]([O:5][CH3:6])=[O:4])=[CH:24][CH:23]=1. (3) Given the reactants [Br:1][C:2]1[CH:7]=[CH:6][C:5]([S:8](Cl)(=[O:10])=[O:9])=[CH:4][CH:3]=1.[NH:12]1[CH2:17][CH2:16][CH2:15][CH2:14][CH2:13]1, predict the reaction product. The product is: [Br:1][C:2]1[CH:7]=[CH:6][C:5]([S:8]([N:12]2[CH2:17][CH2:16][CH2:15][CH2:14][CH2:13]2)(=[O:10])=[O:9])=[CH:4][CH:3]=1. (4) Given the reactants [C:1]1([S:7]([N:10]2[CH2:14][CH:13]([C:15]([OH:17])=O)[N:12]([CH:18]3[CH2:23][CH2:22][CH2:21][CH2:20][CH2:19]3)[C:11]2=[O:24])(=[O:9])=[O:8])[CH:6]=[CH:5][CH:4]=[CH:3][CH:2]=1.[CH2:25]1[NH:30][CH2:29][CH2:28][N:27]([C:31]2[N:36]=[CH:35][CH:34]=[CH:33][C:32]=2[C:37]#[N:38])[CH2:26]1, predict the reaction product. The product is: [C:1]1([S:7]([N:10]2[CH2:14][CH:13]([C:15]([N:30]3[CH2:29][CH2:28][N:27]([C:31]4[N:36]=[CH:35][CH:34]=[CH:33][C:32]=4[C:37]#[N:38])[CH2:26][CH2:25]3)=[O:17])[N:12]([CH:18]3[CH2:19][CH2:20][CH2:21][CH2:22][CH2:23]3)[C:11]2=[O:24])(=[O:8])=[O:9])[CH:6]=[CH:5][CH:4]=[CH:3][CH:2]=1. (5) Given the reactants [Cl:1][C:2]1[S:6][C:5](/[CH:7]=[CH:8]/[S:9]([NH:12][C@H:13]2[CH2:17][CH2:16][N:15]([C:18]3[CH:19]=[CH:20][C:21]4[CH2:27][N:26]([C:28]([O:30][C:31]([CH3:34])([CH3:33])[CH3:32])=[O:29])[CH2:25][CH2:24][CH2:23][C:22]=4[CH:35]=3)[C:14]2=[O:36])(=[O:11])=[O:10])=[CH:4][CH:3]=1.C(=O)([O-])[O-].[K+].[K+].Br[CH2:44][C:45]([O:47][C:48]([CH3:51])([CH3:50])[CH3:49])=[O:46].[Cl-].[NH4+], predict the reaction product. The product is: [Cl:1][C:2]1[S:6][C:5](/[CH:7]=[CH:8]/[S:9]([N:12]([CH2:44][C:45]([O:47][C:48]([CH3:51])([CH3:50])[CH3:49])=[O:46])[C@H:13]2[CH2:17][CH2:16][N:15]([C:18]3[CH:19]=[CH:20][C:21]4[CH2:27][N:26]([C:28]([O:30][C:31]([CH3:32])([CH3:33])[CH3:34])=[O:29])[CH2:25][CH2:24][CH2:23][C:22]=4[CH:35]=3)[C:14]2=[O:36])(=[O:10])=[O:11])=[CH:4][CH:3]=1.